This data is from Catalyst prediction with 721,799 reactions and 888 catalyst types from USPTO. The task is: Predict which catalyst facilitates the given reaction. (1) Reactant: [C:1]([O:4][C@H:5]([CH3:29])[CH2:6][CH2:7][CH2:8][CH2:9][N:10]1[C:19](=[O:20])[C:18]2[N:17](CC3C=CC=CC=3)[CH:16]=[N:15][C:14]=2[N:13]([CH3:28])[C:11]1=[O:12])(=[O:3])[CH3:2].[H][H]. Product: [C:1]([O:4][C@H:5]([CH3:29])[CH2:6][CH2:7][CH2:8][CH2:9][N:10]1[C:19](=[O:20])[C:18]2[NH:17][CH:16]=[N:15][C:14]=2[N:13]([CH3:28])[C:11]1=[O:12])(=[O:3])[CH3:2]. The catalyst class is: 331. (2) Reactant: [C:1]([C:3]1[CH:4]=[C:5]2[C:10](=[CH:11][CH:12]=1)[C:9]([CH:13]1[CH2:18][CH2:17][N:16](C(OC(C)(C)C)=O)[CH2:15][CH2:14]1)=[CH:8][CH:7]=[CH:6]2)#[N:2].FC(F)(F)C(O)=O.C(=O)([O-])[O-].[K+].[K+]. Product: [NH:16]1[CH2:17][CH2:18][CH:13]([C:9]2[CH:8]=[CH:7][CH:6]=[C:5]3[C:10]=2[CH:11]=[CH:12][C:3]([C:1]#[N:2])=[CH:4]3)[CH2:14][CH2:15]1. The catalyst class is: 98. (3) Reactant: [C:1]([O:5][C:6]([NH:8][CH:9]([C:13]([O:15][CH2:16][CH3:17])=[O:14])[C:10]([OH:12])=O)=[O:7])([CH3:4])([CH3:3])[CH3:2].CCN(C(C)C)C(C)C.[NH2:27][C@@H:28]([CH2:42][C:43]1[CH:48]=[CH:47][C:46]([C:49]([F:52])([F:51])[F:50])=[CH:45][CH:44]=1)[C:29]([NH:31][C:32]1[CH:33]=[N:34][C:35]2[C:40]([CH:41]=1)=[CH:39][CH:38]=[CH:37][CH:36]=2)=[O:30].CN(C(ON1N=NC2C=CC=CC1=2)=[N+](C)C)C.[B-](F)(F)(F)F. Product: [C:1]([O:5][C:6]([NH:8][CH:9]([C:10](=[O:12])[NH:27][C@H:28]([C:29](=[O:30])[NH:31][C:32]1[CH:33]=[N:34][C:35]2[C:40]([CH:41]=1)=[CH:39][CH:38]=[CH:37][CH:36]=2)[CH2:42][C:43]1[CH:48]=[CH:47][C:46]([C:49]([F:52])([F:51])[F:50])=[CH:45][CH:44]=1)[C:13]([O:15][CH2:16][CH3:17])=[O:14])=[O:7])([CH3:2])([CH3:3])[CH3:4]. The catalyst class is: 2. (4) Product: [CH:8]1[C:13]2=[N:14][S:15][N:16]=[C:12]2[C:11]([NH:17][C:18]2[NH:22][CH2:21][CH2:20][N:19]=2)=[C:10]([Cl:23])[CH:9]=1.[CH2:1]([O:3][CH2:4][C:5]([O-:7])=[O:6])[CH3:2]. The catalyst class is: 32. Reactant: [CH2:1]([O:3][CH2:4][C:5]([OH:7])=[O:6])[CH3:2].[CH:8]1[C:13]2=[N:14][S:15][N:16]=[C:12]2[C:11]([NH:17][C:18]2[NH:22][CH2:21][CH2:20][N:19]=2)=[C:10]([Cl:23])[CH:9]=1. (5) Product: [C:28]1([S:25]([N:20]2[C:21]3[C:17]([CH:16]([C:14]4[CH:13]=[C:12]([N:34]5[CH2:39][CH2:38][O:37][CH2:36][CH2:35]5)[N:11]=[C:10]([CH2:9][CH2:8][NH2:7])[N:15]=4)[CH:24]=[CH:23][CH:22]=3)=[CH:18][CH2:19]2)(=[O:26])=[O:27])[CH:33]=[CH:32][CH:31]=[CH:30][CH:29]=1. Reactant: C(OC(=O)[NH:7][CH2:8][CH2:9][C:10]1[N:15]=[C:14]([C:16]2[CH:24]=[CH:23][CH:22]=[C:21]3[C:17]=2[CH:18]=[CH:19][N:20]3[S:25]([C:28]2[CH:33]=[CH:32][CH:31]=[CH:30][CH:29]=2)(=[O:27])=[O:26])[CH:13]=[C:12]([N:34]2[CH2:39][CH2:38][O:37][CH2:36][CH2:35]2)[N:11]=1)(C)(C)C.C(O)(C(F)(F)F)=O. The catalyst class is: 2. (6) Reactant: O=[C:2]1[C:11]2[CH:10]=[C:9]([C:12]3[O:13][CH:14]=[C:15]([C:17]([OH:19])=[O:18])[N:16]=3)[CH:8]=[CH:7][C:6]=2[CH2:5][CH2:4][CH2:3]1.[S:20]1[C:24]2[CH:25]=[CH:26][CH:27]=[CH:28][C:23]=2[N:22]=[C:21]1[NH:29][NH2:30].O. Product: [S:20]1[C:24]2[CH:25]=[CH:26][CH:27]=[CH:28][C:23]=2[N:22]=[C:21]1[NH:29][N:30]=[C:2]1[C:11]2[CH:10]=[C:9]([C:12]3[O:13][CH:14]=[C:15]([C:17]([OH:19])=[O:18])[N:16]=3)[CH:8]=[CH:7][C:6]=2[CH2:5][CH2:4][CH2:3]1. The catalyst class is: 14.